This data is from Catalyst prediction with 721,799 reactions and 888 catalyst types from USPTO. The task is: Predict which catalyst facilitates the given reaction. (1) Reactant: C([N:8]1[C:20]2[C:19]([OH:21])=[C:18]3[N:22](C(OC(C)(C)C)=O)[C:23]4[CH:24]=[CH:25][C:26]([F:29])=[CH:27][C:28]=4[C:17]3=[CH:16][C:15]=2[C:14]2[C:9]1=[CH:10][CH:11]=[C:12]([F:37])[CH:13]=2)(OC(C)(C)C)=O.Cl.[CH3:39][N:40]([CH3:44])[CH2:41][CH2:42]Cl.C([O-])([O-])=O.[K+].[K+].FC(F)(F)C(O)=O. Product: [F:29][C:26]1[CH:27]=[C:28]2[C:23](=[CH:24][CH:25]=1)[NH:22][C:18]1[C:19]([O:21][CH2:42][CH2:41][N:40]([CH3:44])[CH3:39])=[C:20]3[NH:8][C:9]4[CH:10]=[CH:11][C:12]([F:37])=[CH:13][C:14]=4[C:15]3=[CH:16][C:17]2=1. The catalyst class is: 21. (2) Reactant: [CH2:1]([CH:3]([CH2:10][CH2:11][CH2:12][CH3:13])[CH2:4][C:5]1[S:6][CH:7]=[CH:8][CH:9]=1)[CH3:2].C([Li])CCC.[CH2:19]([Sn:23](Cl)([CH2:28][CH2:29][CH2:30][CH3:31])[CH2:24][CH2:25][CH2:26][CH3:27])[CH2:20][CH2:21][CH3:22]. Product: [CH2:28]([Sn:23]([CH2:19][CH2:20][CH2:21][CH3:22])([CH2:24][CH2:25][CH2:26][CH3:27])[C:7]1[S:6][C:5]([CH2:4][CH:3]([CH2:1][CH3:2])[CH2:10][CH2:11][CH2:12][CH3:13])=[CH:9][CH:8]=1)[CH2:29][CH2:30][CH3:31]. The catalyst class is: 6. (3) Reactant: [NH2:1][C:2]1[N:7]=[CH:6][N:5]=[C:4]([NH:8][C:9]2[C:14](=[S:15])[NH:13][C:12]([C:16]([OH:18])=[O:17])=[C:11]([CH3:19])[CH:10]=2)[CH:3]=1.[CH3:20][Si](C=[N+]=[N-])(C)C. Product: [NH2:1][C:2]1[N:7]=[CH:6][N:5]=[C:4]([NH:8][C:9]2[C:14](=[S:15])[NH:13][C:12]([C:16]([O:18][CH3:20])=[O:17])=[C:11]([CH3:19])[CH:10]=2)[CH:3]=1. The catalyst class is: 83. (4) Reactant: [Cu][C:2]#[N:3].CO[C:6]1[CH:15]=[C:14]([CH:16]([CH3:18])[CH3:17])[C:13](Br)=[CH:12][C:7]=1[C:8]([O:10][CH3:11])=[O:9].[C:20](OCC)(=[O:22])C. Product: [CH:20]([C:6]1[CH:15]=[C:14]([CH:16]([CH3:17])[CH3:18])[C:13]([C:2]#[N:3])=[CH:12][C:7]=1[C:8]([O:10][CH3:11])=[O:9])=[O:22]. The catalyst class is: 60.